The task is: Predict the reaction yield, written as a fraction of the theoretical maximum amount of product (1.0 means a 100% yield; for example, 0.34 means a 34% yield).. This data is from Reaction yield outcomes from USPTO patents with 853,638 reactions. (1) The reactants are [Si:1]([O:18][CH2:19][C@@H:20]([OH:27])[CH2:21][CH2:22][C:23]1(O)[CH2:25][CH2:24]1)([C:14]([CH3:17])([CH3:16])[CH3:15])([C:8]1[CH:13]=[CH:12][CH:11]=[CH:10][CH:9]=1)[C:2]1[CH:7]=[CH:6][CH:5]=[CH:4][CH:3]=1.C1C=CC(P(C2C=CC=CC=2)C2C=CC=CC=2)=CC=1.N(C(OC(C)C)=O)=NC(OC(C)C)=O. The catalyst is C1COCC1. The product is [CH2:24]1[C:23]2([CH2:22][CH2:21][C@H:20]([CH2:19][O:18][Si:1]([C:14]([CH3:15])([CH3:17])[CH3:16])([C:2]3[CH:3]=[CH:4][CH:5]=[CH:6][CH:7]=3)[C:8]3[CH:13]=[CH:12][CH:11]=[CH:10][CH:9]=3)[O:27]2)[CH2:25]1. The yield is 0.656. (2) The reactants are [CH2:1]([N:3]([CH2:14][CH2:15][NH:16][C:17]([C:19]1[CH:28]=[N:27][C:26]2[C:21](=[CH:22][CH:23]=[C:24]([I:29])[CH:25]=2)[N:20]=1)=[O:18])[CH2:4][CH2:5][O:6][C:7]1[C:8]([F:13])=[N:9][CH:10]=[CH:11][CH:12]=1)[CH3:2].[ClH:30]. The catalyst is ClCCl.CCOCC. The product is [ClH:30].[ClH:30].[CH2:1]([N:3]([CH2:14][CH2:15][NH:16][C:17]([C:19]1[CH:28]=[N:27][C:26]2[C:21](=[CH:22][CH:23]=[C:24]([I:29])[CH:25]=2)[N:20]=1)=[O:18])[CH2:4][CH2:5][O:6][C:7]1[C:8]([F:13])=[N:9][CH:10]=[CH:11][CH:12]=1)[CH3:2]. The yield is 0.910.